This data is from NCI-60 drug combinations with 297,098 pairs across 59 cell lines. The task is: Regression. Given two drug SMILES strings and cell line genomic features, predict the synergy score measuring deviation from expected non-interaction effect. (1) Drug 1: CNC(=O)C1=NC=CC(=C1)OC2=CC=C(C=C2)NC(=O)NC3=CC(=C(C=C3)Cl)C(F)(F)F. Drug 2: CN(C(=O)NC(C=O)C(C(C(CO)O)O)O)N=O. Cell line: SNB-75. Synergy scores: CSS=-3.21, Synergy_ZIP=-0.0230, Synergy_Bliss=-2.08, Synergy_Loewe=-4.50, Synergy_HSA=-3.91. (2) Drug 1: C1=CC(=CC=C1CCCC(=O)O)N(CCCl)CCCl. Drug 2: CCN(CC)CCCC(C)NC1=C2C=C(C=CC2=NC3=C1C=CC(=C3)Cl)OC. Cell line: SN12C. Synergy scores: CSS=24.2, Synergy_ZIP=-2.80, Synergy_Bliss=-1.18, Synergy_Loewe=-2.99, Synergy_HSA=-0.976. (3) Drug 1: CNC(=O)C1=CC=CC=C1SC2=CC3=C(C=C2)C(=NN3)C=CC4=CC=CC=N4. Drug 2: CCC1(C2=C(COC1=O)C(=O)N3CC4=CC5=C(C=CC(=C5CN(C)C)O)N=C4C3=C2)O.Cl. Cell line: COLO 205. Synergy scores: CSS=29.6, Synergy_ZIP=2.17, Synergy_Bliss=4.08, Synergy_Loewe=-32.5, Synergy_HSA=1.44. (4) Drug 1: C1CCC(C1)C(CC#N)N2C=C(C=N2)C3=C4C=CNC4=NC=N3. Drug 2: C1CC(=O)NC(=O)C1N2CC3=C(C2=O)C=CC=C3N. Cell line: SK-OV-3. Synergy scores: CSS=3.82, Synergy_ZIP=3.16, Synergy_Bliss=-2.68, Synergy_Loewe=-2.17, Synergy_HSA=-1.99. (5) Drug 1: CCC(=C(C1=CC=CC=C1)C2=CC=C(C=C2)OCCN(C)C)C3=CC=CC=C3.C(C(=O)O)C(CC(=O)O)(C(=O)O)O. Drug 2: CC1=C(C(=CC=C1)Cl)NC(=O)C2=CN=C(S2)NC3=CC(=NC(=N3)C)N4CCN(CC4)CCO. Cell line: OVCAR-8. Synergy scores: CSS=4.08, Synergy_ZIP=1.10, Synergy_Bliss=4.86, Synergy_Loewe=-2.30, Synergy_HSA=2.10. (6) Drug 1: CC(CN1CC(=O)NC(=O)C1)N2CC(=O)NC(=O)C2. Drug 2: CC1CCCC2(C(O2)CC(NC(=O)CC(C(C(=O)C(C1O)C)(C)C)O)C(=CC3=CSC(=N3)C)C)C. Cell line: NCI-H460. Synergy scores: CSS=27.3, Synergy_ZIP=-1.75, Synergy_Bliss=-2.66, Synergy_Loewe=-3.76, Synergy_HSA=-3.76. (7) Drug 1: CCC1=CC2CC(C3=C(CN(C2)C1)C4=CC=CC=C4N3)(C5=C(C=C6C(=C5)C78CCN9C7C(C=CC9)(C(C(C8N6C)(C(=O)OC)O)OC(=O)C)CC)OC)C(=O)OC.C(C(C(=O)O)O)(C(=O)O)O. Drug 2: C(CC(=O)O)C(=O)CN.Cl. Cell line: OVCAR3. Synergy scores: CSS=54.9, Synergy_ZIP=-5.48, Synergy_Bliss=-5.34, Synergy_Loewe=-9.71, Synergy_HSA=-4.30.